Regression. Given a peptide amino acid sequence and an MHC pseudo amino acid sequence, predict their binding affinity value. This is MHC class I binding data. From a dataset of Peptide-MHC class I binding affinity with 185,985 pairs from IEDB/IMGT. (1) The peptide sequence is KVQEWYLSY. The MHC is HLA-A26:03 with pseudo-sequence HLA-A26:03. The binding affinity (normalized) is 0.0847. (2) The peptide sequence is WVWDTWPLA. The MHC is HLA-B39:01 with pseudo-sequence HLA-B39:01. The binding affinity (normalized) is 0.0847. (3) The peptide sequence is KAFSPEVI. The binding affinity (normalized) is 0.431. The MHC is HLA-B58:01 with pseudo-sequence HLA-B58:01. (4) The peptide sequence is GMFTNRSGSQ. The MHC is HLA-A33:01 with pseudo-sequence HLA-A33:01. The binding affinity (normalized) is 0. (5) The peptide sequence is FPHTELANL. The MHC is HLA-A31:01 with pseudo-sequence HLA-A31:01. The binding affinity (normalized) is 0.0847. (6) The peptide sequence is MEQRVMATL. The MHC is HLA-B58:01 with pseudo-sequence HLA-B58:01. The binding affinity (normalized) is 0.213. (7) The peptide sequence is LATLKDMWK. The MHC is HLA-B18:01 with pseudo-sequence HLA-B18:01. The binding affinity (normalized) is 0.0847. (8) The peptide sequence is NTITTFIPI. The MHC is HLA-A02:06 with pseudo-sequence HLA-A02:06. The binding affinity (normalized) is 0.172. (9) The peptide sequence is SIQFFGER. The MHC is H-2-Kb with pseudo-sequence H-2-Kb. The binding affinity (normalized) is 0.0735. (10) The peptide sequence is ATIWQLLAF. The MHC is BoLA-D18.4 with pseudo-sequence BoLA-D18.4. The binding affinity (normalized) is 0.0641.